Dataset: Peptide-MHC class I binding affinity with 185,985 pairs from IEDB/IMGT. Task: Regression. Given a peptide amino acid sequence and an MHC pseudo amino acid sequence, predict their binding affinity value. This is MHC class I binding data. (1) The peptide sequence is ERYFRIHSL. The MHC is HLA-A02:06 with pseudo-sequence HLA-A02:06. The binding affinity (normalized) is 0.0102. (2) The peptide sequence is DEPASTEPVHDQLL. The MHC is HLA-A11:01 with pseudo-sequence HLA-A11:01. The binding affinity (normalized) is 0. (3) The peptide sequence is RWRVYLRRK. The MHC is HLA-B46:01 with pseudo-sequence HLA-B46:01. The binding affinity (normalized) is 0.0847. (4) The peptide sequence is ALNHTKKWK. The MHC is HLA-A68:01 with pseudo-sequence HLA-A68:01. The binding affinity (normalized) is 0. (5) The peptide sequence is LFDIPLLTVY. The MHC is HLA-A31:01 with pseudo-sequence HLA-A31:01. The binding affinity (normalized) is 0.118. (6) The peptide sequence is KSLDNYQEW. The MHC is HLA-B51:01 with pseudo-sequence HLA-B51:01. The binding affinity (normalized) is 0.0847. (7) The binding affinity (normalized) is 0.0847. The peptide sequence is RIRSERPAF. The MHC is HLA-B46:01 with pseudo-sequence HLA-B46:01.